This data is from Peptide-MHC class II binding affinity with 134,281 pairs from IEDB. The task is: Regression. Given a peptide amino acid sequence and an MHC pseudo amino acid sequence, predict their binding affinity value. This is MHC class II binding data. (1) The peptide sequence is RDKFLANVSTVLTGK. The MHC is DRB3_0202 with pseudo-sequence DRB3_0202. The binding affinity (normalized) is 0.874. (2) The peptide sequence is YSFEAQGALANIAVDKA. The MHC is H-2-IAb with pseudo-sequence H-2-IAb. The binding affinity (normalized) is 0.741. (3) The peptide sequence is GELQIWDKIDAAFKI. The MHC is DRB5_0101 with pseudo-sequence DRB5_0101. The binding affinity (normalized) is 0.698. (4) The MHC is DRB1_0801 with pseudo-sequence DRB1_0801. The binding affinity (normalized) is 0.522. The peptide sequence is IGRGRVSPGNGWMIK. (5) The MHC is DRB1_1201 with pseudo-sequence DRB1_1201. The binding affinity (normalized) is 0.434. The peptide sequence is PIVKDASIQVVSAIR. (6) The peptide sequence is YDKFLANVYTVLTGK. The MHC is DRB1_1001 with pseudo-sequence DRB1_1001. The binding affinity (normalized) is 0.764.